This data is from Catalyst prediction with 721,799 reactions and 888 catalyst types from USPTO. The task is: Predict which catalyst facilitates the given reaction. (1) Reactant: [F:1][C:2]1[C:7]([F:8])=[CH:6][CH:5]=[C:4]([F:9])[C:3]=1[CH2:10][C:11](=[O:13])[CH3:12].[C:14](O)(=O)C.N1CCCCC1.C=O. Product: [F:1][C:2]1[C:7]([F:8])=[CH:6][CH:5]=[C:4]([F:9])[C:3]=1[C:10](=[CH2:14])[C:11](=[O:13])[CH3:12]. The catalyst class is: 23. (2) Reactant: [N+:1]([C:4]1[CH:9]=[CH:8][C:7]([C:10](=[O:13])[CH2:11][CH3:12])=[CH:6][CH:5]=1)([O-:3])=[O:2].[Br:14]Br. Product: [Br:14][CH:11]([CH3:12])[C:10]([C:7]1[CH:6]=[CH:5][C:4]([N+:1]([O-:3])=[O:2])=[CH:9][CH:8]=1)=[O:13]. The catalyst class is: 53. (3) Reactant: [NH:1]([CH2:12][CH2:13][NH:14][C:15](=[O:21])[O:16][C:17]([CH3:20])([CH3:19])[CH3:18])[CH2:2][CH2:3][NH:4][C:5](=[O:11])[O:6][C:7]([CH3:10])([CH3:9])[CH3:8].C([O:24][C:25]1[C:26](=[O:57])[C:27](=O)[C:28]=1[NH:29][C:30]1[CH:31]=[N:32][N:33]([CH3:55])[C:34]=1[NH:35][C:36]([C:49]1[CH:54]=[CH:53][CH:52]=[CH:51][CH:50]=1)([C:43]1[CH:48]=[CH:47][CH:46]=[CH:45][CH:44]=1)[C:37]1[CH:42]=[CH:41][CH:40]=[CH:39][CH:38]=1)C.C(N(CC)CC)C.C(OCC)C. Product: [CH3:55][N:33]1[C:34]([NH:35][C:36]([C:43]2[CH:44]=[CH:45][CH:46]=[CH:47][CH:48]=2)([C:49]2[CH:54]=[CH:53][CH:52]=[CH:51][CH:50]=2)[C:37]2[CH:42]=[CH:41][CH:40]=[CH:39][CH:38]=2)=[C:30]([NH:29][C:28]2[C:25](=[O:24])[C:26](=[O:57])[C:27]=2[N:1]([CH2:2][CH2:3][NH:4][C:5](=[O:11])[O:6][C:7]([CH3:8])([CH3:9])[CH3:10])[CH2:12][CH2:13][NH:14][C:15](=[O:21])[O:16][C:17]([CH3:20])([CH3:19])[CH3:18])[CH:31]=[N:32]1. The catalyst class is: 22.